This data is from Full USPTO retrosynthesis dataset with 1.9M reactions from patents (1976-2016). The task is: Predict the reactants needed to synthesize the given product. (1) Given the product [OH:5][C@@H:4]([C:6]1[C:11]([CH3:12])=[CH:10][N:9]2[N:13]=[C:14]([C:16]([O:18][CH3:19])=[O:17])[CH:15]=[C:8]2[C:7]=1[O:20][S:21]([C:24]([F:25])([F:26])[F:27])(=[O:23])=[O:22])[C:3]([O:2][CH3:1])=[O:28], predict the reactants needed to synthesize it. The reactants are: [CH3:1][O:2][C:3](=[O:28])[C:4]([C:6]1[C:11]([CH3:12])=[CH:10][N:9]2[N:13]=[C:14]([C:16]([O:18][CH3:19])=[O:17])[CH:15]=[C:8]2[C:7]=1[O:20][S:21]([C:24]([F:27])([F:26])[F:25])(=[O:23])=[O:22])=[O:5].CB1N2CCC[C@@H]2C(C2C=CC=CC=2)(C2C=CC=CC=2)O1.C1(C)C=CC=CC=1. (2) Given the product [F:15][C:16]1[CH:23]=[CH:22][C:19]([CH2:20][O:1][C:2]2[CH:9]=[CH:8][C:5]([CH:6]=[O:7])=[CH:4][C:3]=2[N+:10]([O-:12])=[O:11])=[CH:18][CH:17]=1, predict the reactants needed to synthesize it. The reactants are: [OH:1][C:2]1[CH:9]=[CH:8][C:5]([CH:6]=[O:7])=[CH:4][C:3]=1[N+:10]([O-:12])=[O:11].[OH-].[K+].[F:15][C:16]1[CH:23]=[CH:22][C:19]([CH2:20]Br)=[CH:18][CH:17]=1. (3) Given the product [NH2:1][C:2]1[CH:3]=[C:4]([C:8]2([CH3:21])[CH:13]3[CH:9]2[CH2:10][N:11]([CH2:15][CH2:16][CH2:17][CH2:18][CH2:19][CH3:20])[CH2:12]3)[CH:5]=[CH:6][C:7]=1[NH2:22], predict the reactants needed to synthesize it. The reactants are: [NH2:1][C:2]1[CH:3]=[C:4]([C:8]2([CH3:21])[CH:13]3[CH:9]2[CH2:10][N:11]([CH2:15][CH2:16][CH2:17][CH2:18][CH2:19][CH3:20])[C:12]3=O)[CH:5]=[CH:6][CH:7]=1.[N:22]([O-])=O.[Na+].C(=O)([O-])[O-].[Na+].[Na+].